Dataset: Retrosynthesis with 50K atom-mapped reactions and 10 reaction types from USPTO. Task: Predict the reactants needed to synthesize the given product. Given the product CC(C)(C)OC(=O)Nc1cc(F)ccn1, predict the reactants needed to synthesize it. The reactants are: CC(C)(C)OC(N)=O.Fc1ccnc(Cl)c1.